Dataset: Full USPTO retrosynthesis dataset with 1.9M reactions from patents (1976-2016). Task: Predict the reactants needed to synthesize the given product. (1) Given the product [CH2:26]([O:25][C:21]1[CH:20]=[C:19]([C:16]2[CH:17]=[CH:18][C:13]([CH:2]([C:1]([O:8][CH3:9])=[O:7])[C:3]([O:5][CH3:6])=[O:4])=[C:14]([N+:28]([O-:30])=[O:29])[CH:15]=2)[CH:24]=[CH:23][CH:22]=1)[CH3:27], predict the reactants needed to synthesize it. The reactants are: [C:1]([O:8][CH3:9])(=[O:7])[CH2:2][C:3]([O:5][CH3:6])=[O:4].[H-].[Na+].F[C:13]1[CH:18]=[CH:17][C:16]([C:19]2[CH:24]=[CH:23][CH:22]=[C:21]([O:25][CH2:26][CH3:27])[CH:20]=2)=[CH:15][C:14]=1[N+:28]([O-:30])=[O:29]. (2) Given the product [N:21]1[CH:20]=[CH:19][C:18]([CH:17]=[CH:16][C:14]2[CH:13]=[C:8]([C:9]([OH:11])=[O:10])[CH:7]=[C:6]([CH:15]=2)[C:5]([OH:24])=[O:4])=[CH:23][CH:22]=1, predict the reactants needed to synthesize it. The reactants are: [Li+].[OH-].C[O:4][C:5](=[O:24])[C:6]1[CH:15]=[C:14]([CH:16]=[CH:17][C:18]2[CH:23]=[CH:22][N:21]=[CH:20][CH:19]=2)[CH:13]=[C:8]([C:9]([O:11]C)=[O:10])[CH:7]=1.Cl. (3) Given the product [C:1]([O:5][C:6]([N:8]1[CH2:13][CH2:12][N:11]([C:14]2[CH:19]=[CH:18][C:17]([C:20]3[O:24][C:23]([C:25]4[CH:33]=[CH:32][C:31]([C:34]([F:37])([F:35])[F:36])=[C:30]5[C:26]=4[CH:27]=[CH:28][NH:29]5)=[N:22][C:21]=3[C:38]([OH:40])=[O:39])=[CH:16][CH:15]=2)[CH2:10][C:9]1([CH3:44])[CH3:43])=[O:7])([CH3:4])([CH3:2])[CH3:3], predict the reactants needed to synthesize it. The reactants are: [C:1]([O:5][C:6]([N:8]1[CH2:13][CH2:12][N:11]([C:14]2[CH:19]=[CH:18][C:17]([C:20]3[O:24][C:23]([C:25]4[CH:33]=[CH:32][C:31]([C:34]([F:37])([F:36])[F:35])=[C:30]5[C:26]=4[CH:27]=[CH:28][NH:29]5)=[N:22][C:21]=3[C:38]([O:40]CC)=[O:39])=[CH:16][CH:15]=2)[CH2:10][C:9]1([CH3:44])[CH3:43])=[O:7])([CH3:4])([CH3:3])[CH3:2].[OH-].[Na+]. (4) The reactants are: [C:1](=[O:8])([O:3][C:4]([CH3:7])([CH3:6])[CH3:5])[NH2:2].[OH-].[Na+].C([O:15]Cl)(C)(C)C.[Br:17][C:18]1[CH:19]=[C:20]([CH:23]=[CH:24][CH:25]=1)[CH:21]=[CH2:22]. Given the product [C:4]([O:3][C:1]([NH:2][C@@H:21]([C:20]1[CH:23]=[CH:24][CH:25]=[C:18]([Br:17])[CH:19]=1)[CH2:22][OH:15])=[O:8])([CH3:7])([CH3:6])[CH3:5], predict the reactants needed to synthesize it. (5) Given the product [CH2:1]([C:5]1[CH:10]=[C:9]([OH:11])[CH:8]=[C:7]([OH:13])[CH:6]=1)[CH2:2][CH2:3][CH3:4], predict the reactants needed to synthesize it. The reactants are: [CH2:1]([C:5]1[CH:10]=[C:9]([O:11]C)[CH:8]=[C:7]([O:13]C)[CH:6]=1)[CH2:2][CH2:3][CH3:4].B(Br)(Br)Br. (6) Given the product [CH3:15][N:12]1[CH2:13][CH2:14][N:9]([C:4]2[CH:5]=[CH:6][CH:7]=[CH:8][C:3]=2[C:21]2[CH:22]=[CH:23][C:18]([CH:16]=[O:17])=[CH:19][CH:20]=2)[CH2:10][CH2:11]1, predict the reactants needed to synthesize it. The reactants are: O.Br[C:3]1[CH:8]=[CH:7][CH:6]=[CH:5][C:4]=1[N:9]1[CH2:14][CH2:13][N:12]([CH3:15])[CH2:11][CH2:10]1.[CH:16]([C:18]1[CH:23]=[CH:22][C:21](B(O)O)=[CH:20][CH:19]=1)=[O:17].C(=O)([O-])[O-].[Na+].[Na+].